Dataset: Reaction yield outcomes from USPTO patents with 853,638 reactions. Task: Predict the reaction yield, written as a fraction of the theoretical maximum amount of product (1.0 means a 100% yield; for example, 0.34 means a 34% yield). (1) The reactants are [S:1]1[CH:5]=[CH:4][N:3]=[C:2]1[C:6]1[CH:13]=[CH:12][C:9]([CH:10]=[O:11])=[CH:8][CH:7]=1.C1(P(C2CCCCC2)C2CCCCC2)CCCCC1.C(O)(=O)C(C)(C)C.C(=O)([O-])[O-].[K+].[K+].Br[C:47]1[CH:52]=[CH:51][C:50]([O:53][CH2:54][CH2:55][CH2:56][CH2:57][CH2:58][CH2:59][CH3:60])=[CH:49][CH:48]=1. The catalyst is CC(N(C)C)=O.C([O-])(=O)C.[Pd+2].C([O-])(=O)C. The product is [CH2:54]([O:53][C:50]1[CH:49]=[CH:48][C:47]([C:5]2[S:1][C:2]([C:6]3[CH:7]=[CH:8][C:9]([CH:10]=[O:11])=[CH:12][CH:13]=3)=[N:3][CH:4]=2)=[CH:52][CH:51]=1)[CH2:55][CH2:56][CH2:57][CH2:58][CH2:59][CH3:60]. The yield is 0.370. (2) The reactants are [C:1]1([CH:7]([C:47]2[CH:52]=[CH:51][CH:50]=[CH:49][CH:48]=2)[O:8][C:9]2[CH:42]=[CH:41][C:12]([CH2:13][N:14](S(C3C=CC=CC=3[N+]([O-])=O)(=O)=O)[C:15]3[CH:20]=[CH:19][C:18]([CH2:21][CH2:22][C:23]([O:25][CH2:26][CH3:27])=[O:24])=[C:17]([F:28])[CH:16]=3)=[CH:11][C:10]=2[CH2:43][CH:44]([CH3:46])[CH3:45])[CH:6]=[CH:5][CH:4]=[CH:3][CH:2]=1.SCC(O)=O.O.[OH-].[Li+].C(=O)([O-])O.[Na+]. The catalyst is CN(C)C=O. The product is [C:1]1([CH:7]([C:47]2[CH:48]=[CH:49][CH:50]=[CH:51][CH:52]=2)[O:8][C:9]2[CH:42]=[CH:41][C:12]([CH2:13][NH:14][C:15]3[CH:20]=[CH:19][C:18]([CH2:21][CH2:22][C:23]([O:25][CH2:26][CH3:27])=[O:24])=[C:17]([F:28])[CH:16]=3)=[CH:11][C:10]=2[CH2:43][CH:44]([CH3:46])[CH3:45])[CH:2]=[CH:3][CH:4]=[CH:5][CH:6]=1. The yield is 0.930. (3) The reactants are [OH:1][B:2]1[C:6]2[CH:7]=[C:8]([NH:11][S:12]([C:15]3[CH:20]=[CH:19][C:18]([N+:21]([O-])=O)=[CH:17][C:16]=3[CH2:24][CH2:25][O:26][CH3:27])(=[O:14])=[O:13])[CH:9]=[CH:10][C:5]=2[CH2:4][O:3]1.Cl. The catalyst is CO.[Pd]. The product is [NH2:21][C:18]1[CH:19]=[CH:20][C:15]([S:12]([NH:11][C:8]2[CH:9]=[CH:10][C:5]3[CH2:4][O:3][B:2]([OH:1])[C:6]=3[CH:7]=2)(=[O:13])=[O:14])=[C:16]([CH2:24][CH2:25][O:26][CH3:27])[CH:17]=1. The yield is 0.320.